Dataset: Full USPTO retrosynthesis dataset with 1.9M reactions from patents (1976-2016). Task: Predict the reactants needed to synthesize the given product. (1) Given the product [CH3:1][CH:2]([C:5]1[C:9]([CH2:10][OH:11])=[CH:8][N:7]([C:15]2[CH:20]=[CH:19][C:18]([C:21]([F:24])([F:22])[F:23])=[CH:17][N:16]=2)[N:6]=1)[CH2:3][CH3:4], predict the reactants needed to synthesize it. The reactants are: [CH3:1][CH:2]([C:5]1[C:9]([C:10](OCC)=[O:11])=[CH:8][N:7]([C:15]2[CH:20]=[CH:19][C:18]([C:21]([F:24])([F:23])[F:22])=[CH:17][N:16]=2)[N:6]=1)[CH2:3][CH3:4].[H-].C([Al+]CC(C)C)C(C)C.Cl. (2) Given the product [F:1][C:2]([F:7])([F:6])[C:3]([OH:5])=[O:4].[CH2:40]([N:42]1[C:51]2[C:46](=[CH:47][CH:48]=[C:49]([O:52][CH2:53][CH2:54][CH2:55][CH2:56][NH:57][C:58]([NH2:60])=[NH:59])[CH:50]=2)[CH2:45][CH:44]([CH2:61][C:62]([OH:64])=[O:63])[C:43]1=[O:65])[CH3:41], predict the reactants needed to synthesize it. The reactants are: [F:1][C:2]([F:7])([F:6])[C:3]([OH:5])=[O:4].C(N1C2C(=CC=C(OCCCNC(N)=N)C=2)C=C(CC(O)=O)C1=O)C.FC(F)(F)C(O)=O.[CH2:40]([N:42]1[C:51]2[C:46](=[CH:47][CH:48]=[C:49]([O:52][CH2:53][CH2:54][CH2:55][CH2:56][NH:57][C:58]([NH2:60])=[NH:59])[CH:50]=2)[CH:45]=[C:44]([CH2:61][C:62]([OH:64])=[O:63])[C:43]1=[O:65])[CH3:41]. (3) Given the product [CH2:3]([O:5][C:6]([C:8]1[CH:13]=[CH:12][CH:11]=[C:10]([C:14]2[CH2:18][CH2:17][CH2:16][C:15]=2[C:19]2[CH:24]=[C:23]([CH3:25])[CH:22]=[CH:21][C:20]=2[OH:26])[N:9]=1)=[O:7])[CH3:4], predict the reactants needed to synthesize it. The reactants are: [H-].[Na+].[CH2:3]([O:5][C:6]([C:8]1[CH:13]=[CH:12][CH:11]=[C:10]([C:14]2[CH2:18][CH2:17][CH2:16][C:15]=2[C:19]2[CH:24]=[C:23]([CH3:25])[CH:22]=[CH:21][C:20]=2[O:26]C(=O)C)[N:9]=1)=[O:7])[CH3:4].C(O)(=O)C. (4) Given the product [CH3:13][C:14]1[CH:19]=[CH:18][C:17]([S:20]([O:36][CH2:35][CH2:34][CH2:33][CH2:32][O:31][C:30]2[CH:29]=[CH:28][C:27]([C:37]([C:39]3[CH:44]=[CH:43][C:42]([Cl:45])=[C:41]([O:46][CH3:47])[N:40]=3)=[O:38])=[CH:26][C:25]=2[Cl:24])(=[O:22])=[O:21])=[CH:16][CH:15]=1, predict the reactants needed to synthesize it. The reactants are: C(N(CC)CC)C.Cl.CN(C)C.[CH3:13][C:14]1[CH:19]=[CH:18][C:17]([S:20](Cl)(=[O:22])=[O:21])=[CH:16][CH:15]=1.[Cl:24][C:25]1[CH:26]=[C:27]([C:37]([C:39]2[CH:44]=[CH:43][C:42]([Cl:45])=[C:41]([O:46][CH3:47])[N:40]=2)=[O:38])[CH:28]=[CH:29][C:30]=1[O:31][CH2:32][CH2:33][CH2:34][CH2:35][OH:36]. (5) Given the product [O:2]=[C:3]1[NH:15][CH2:14][CH:7]2[CH2:6][CH:5]1[C:13]1[CH:12]=[CH:11][CH:10]=[CH:9][C:8]=12, predict the reactants needed to synthesize it. The reactants are: C[O:2][C:3]([CH:5]1[C:13]2[C:8](=[CH:9][CH:10]=[CH:11][CH:12]=2)[CH:7]([CH2:14][NH2:15])[CH2:6]1)=O.CC(C)([O-])C.[Na+].